Dataset: NCI-60 drug combinations with 297,098 pairs across 59 cell lines. Task: Regression. Given two drug SMILES strings and cell line genomic features, predict the synergy score measuring deviation from expected non-interaction effect. (1) Drug 1: C1=NC2=C(N=C(N=C2N1C3C(C(C(O3)CO)O)O)F)N. Drug 2: CN(CCCl)CCCl.Cl. Cell line: KM12. Synergy scores: CSS=15.3, Synergy_ZIP=-4.29, Synergy_Bliss=2.66, Synergy_Loewe=-12.7, Synergy_HSA=2.67. (2) Drug 1: C1=NC2=C(N1)C(=S)N=C(N2)N. Drug 2: C1CNP(=O)(OC1)N(CCCl)CCCl. Cell line: U251. Synergy scores: CSS=22.8, Synergy_ZIP=2.20, Synergy_Bliss=2.37, Synergy_Loewe=-25.0, Synergy_HSA=0.756. (3) Synergy scores: CSS=9.51, Synergy_ZIP=-3.05, Synergy_Bliss=4.94, Synergy_Loewe=-9.23, Synergy_HSA=2.71. Drug 2: C(=O)(N)NO. Cell line: A498. Drug 1: CC1CCC2CC(C(=CC=CC=CC(CC(C(=O)C(C(C(=CC(C(=O)CC(OC(=O)C3CCCCN3C(=O)C(=O)C1(O2)O)C(C)CC4CCC(C(C4)OC)OCCO)C)C)O)OC)C)C)C)OC.